This data is from Forward reaction prediction with 1.9M reactions from USPTO patents (1976-2016). The task is: Predict the product of the given reaction. (1) Given the reactants [Br:1][C:2]1[CH:3]=[C:4]([CH2:16]O)[CH:5]=[C:6]([O:8][Si:9]([C:12]([CH3:15])([CH3:14])[CH3:13])([CH3:11])[CH3:10])[CH:7]=1.[CH2:18]([O:20][C:21](=[O:32])[CH2:22][O:23][C:24]1[CH:29]=[CH:28][C:27]([SH:30])=[CH:26][C:25]=1[CH3:31])[CH3:19].C(P(CCCC)CCCC)CCC.N(C(N1CCCCC1)=O)=NC(N1CCCCC1)=O, predict the reaction product. The product is: [CH2:18]([O:20][C:21](=[O:32])[CH2:22][O:23][C:24]1[CH:29]=[CH:28][C:27]([S:30][CH2:16][C:4]2[CH:5]=[C:6]([O:8][Si:9]([C:12]([CH3:13])([CH3:14])[CH3:15])([CH3:10])[CH3:11])[CH:7]=[C:2]([Br:1])[CH:3]=2)=[CH:26][C:25]=1[CH3:31])[CH3:19]. (2) Given the reactants C(O[C:6](=O)[NH:7][C:8]1[CH:13]=[CH:12][C:11]([C:14](=[O:30])[NH:15][CH2:16][C:17]2[S:18][C:19]([O:22][C:23]3[CH:28]=[CH:27][CH:26]=[C:25]([F:29])[CH:24]=3)=[CH:20][CH:21]=2)=[CH:10][N:9]=1)(C)(C)C.NC1N=C(N)C=CC=1C(NCC1SC(CC2SC3C=CC=CC=3C=2)=CC=1)=O.[CH3:59][O:60][CH2:61]CBr.[H-].[Na+].Cl, predict the reaction product. The product is: [F:29][C:25]1[CH:24]=[C:23]([CH:28]=[CH:27][CH:26]=1)[O:22][C:19]1[S:18][C:17]([CH2:16][NH:15][C:14](=[O:30])[C:11]2[CH:12]=[CH:13][C:8]([NH:7][CH2:6][CH2:59][O:60][CH3:61])=[N:9][CH:10]=2)=[CH:21][CH:20]=1. (3) Given the reactants [OH-].[Na+].[Cl:3][C:4]1[CH:5]=[C:6]([C:14]2[O:18][N:17]=[C:16]([C:19]3[CH:20]=[C:21]4[C:25](=[CH:26][CH:27]=3)[N:24]([CH3:28])[C:23]([CH2:29][CH2:30][C:31]([O:33]CC)=[O:32])=[CH:22]4)[N:15]=2)[CH:7]=[CH:8][C:9]=1[O:10][CH:11]([CH3:13])[CH3:12].Cl, predict the reaction product. The product is: [Cl:3][C:4]1[CH:5]=[C:6]([C:14]2[O:18][N:17]=[C:16]([C:19]3[CH:20]=[C:21]4[C:25](=[CH:26][CH:27]=3)[N:24]([CH3:28])[C:23]([CH2:29][CH2:30][C:31]([OH:33])=[O:32])=[CH:22]4)[N:15]=2)[CH:7]=[CH:8][C:9]=1[O:10][CH:11]([CH3:13])[CH3:12]. (4) Given the reactants Br[C:2]1[C:11]2[C:6](=[CH:7][C:8]([F:13])=[CH:9][C:10]=2[F:12])[N:5]=[C:4]([N:14]2[CH:19]=[CH:18][CH:17]=[CH:16][C:15]2=[O:20])[C:3]=1[CH3:21].[O:22]1[CH2:27][CH2:26][N:25]([C:28]2[C:33]([NH2:34])=[CH:32][C:31]([N:35]3[CH2:40][CH2:39][O:38][CH2:37][CH2:36]3)=[CH:30][N:29]=2)[CH2:24][CH2:23]1, predict the reaction product. The product is: [N:25]1([C:28]2[C:33]([NH:34][C:2]3[C:11]4[C:6](=[CH:7][C:8]([F:13])=[CH:9][C:10]=4[F:12])[N:5]=[C:4]([N:14]4[CH:19]=[CH:18][CH:17]=[CH:16][C:15]4=[O:20])[C:3]=3[CH3:21])=[CH:32][C:31]([N:35]3[CH2:36][CH2:37][O:38][CH2:39][CH2:40]3)=[CH:30][N:29]=2)[CH2:24][CH2:23][O:22][CH2:27][CH2:26]1.